This data is from Forward reaction prediction with 1.9M reactions from USPTO patents (1976-2016). The task is: Predict the product of the given reaction. (1) Given the reactants [Cl:1][C:2]1[CH:7]=[CH:6][C:5]([C@@H:8]([C:27]2[CH:32]=[CH:31][CH:30]=[C:29]([C:33]3[O:34][C:35](=[O:38])[NH:36][N:37]=3)[CH:28]=2)[N:9]2[CH2:12][CH:11]([C@@H:13]([C:18]3[CH:19]=[C:20]([CH:23]=[C:24]([F:26])[CH:25]=3)[C:21]#[N:22])[C:14]([F:17])([CH3:16])[CH3:15])[CH2:10]2)=[CH:4][CH:3]=1.Cl.CCOCC, predict the reaction product. The product is: [ClH:1].[Cl:1][C:2]1[CH:7]=[CH:6][C:5]([C@@H:8]([C:27]2[CH:32]=[CH:31][CH:30]=[C:29]([C:33]3[O:34][C:35](=[O:38])[NH:36][N:37]=3)[CH:28]=2)[N:9]2[CH2:12][CH:11]([C@@H:13]([C:18]3[CH:19]=[C:20]([CH:23]=[C:24]([F:26])[CH:25]=3)[C:21]#[N:22])[C:14]([F:17])([CH3:16])[CH3:15])[CH2:10]2)=[CH:4][CH:3]=1. (2) Given the reactants CS[C:3]1[N:8]=[C:7]([C:9]2[S:13][C:12]([S:14](Cl)(=[O:16])=[O:15])=[CH:11][CH:10]=2)[CH:6]=[CH:5][N:4]=1.[NH:18]1[CH2:23][CH2:22][O:21][CH2:20][CH2:19]1.[CH2:24](N(CC)CC)C.OO[S:33]([O-:35])=[O:34].[K+], predict the reaction product. The product is: [CH3:24][S:33]([C:3]1[N:8]=[C:7]([C:9]2[S:13][C:12]([S:14]([N:18]3[CH2:23][CH2:22][O:21][CH2:20][CH2:19]3)(=[O:16])=[O:15])=[CH:11][CH:10]=2)[CH:6]=[CH:5][N:4]=1)(=[O:35])=[O:34]. (3) The product is: [CH:27]1([CH2:30][O:31][C:2]2[CH:7]=[C:6]([F:8])[CH:5]=[CH:4][C:3]=2[C:9]2[N:14]=[CH:13][N:12]=[C:11]([NH:15][C:16]3[CH:21]=[CH:20][CH:19]=[C:18]([CH2:22][S:23]([CH3:26])(=[O:25])=[O:24])[CH:17]=3)[N:10]=2)[CH2:29][CH2:28]1. Given the reactants F[C:2]1[CH:7]=[C:6]([F:8])[CH:5]=[CH:4][C:3]=1[C:9]1[N:14]=[CH:13][N:12]=[C:11]([NH:15][C:16]2[CH:21]=[CH:20][CH:19]=[C:18]([CH2:22][S:23]([CH3:26])(=[O:25])=[O:24])[CH:17]=2)[N:10]=1.[CH:27]1([CH2:30][OH:31])[CH2:29][CH2:28]1, predict the reaction product. (4) Given the reactants [CH2:1]([C:8]1[N:12]=[C:11]([CH2:13][CH2:14][C:15]2[N:26]=[C:25]3[N:17]([C:18](=[O:31])[N:19]([CH2:27][CH2:28][CH2:29][CH3:30])[C:20]4[N:21]=[CH:22][NH:23][C:24]=43)[N:16]=2)[O:10][N:9]=1)[C:2]1[CH:7]=[CH:6][CH:5]=[CH:4][CH:3]=1.[Br:32]N1C(=O)CCC1=O, predict the reaction product. The product is: [CH2:1]([C:8]1[N:12]=[C:11]([CH2:13][CH2:14][C:15]2[N:26]=[C:25]3[N:17]([C:18](=[O:31])[N:19]([CH2:27][CH2:28][CH2:29][CH3:30])[C:20]4[N:21]=[C:22]([Br:32])[NH:23][C:24]=43)[N:16]=2)[O:10][N:9]=1)[C:2]1[CH:7]=[CH:6][CH:5]=[CH:4][CH:3]=1. (5) Given the reactants [CH3:1][O:2][C:3]1[CH:4]=[C:5]([CH:27]=[C:28]([O:30][CH3:31])[CH:29]=1)[CH2:6][C:7]1[C:15]2[C:10](=[CH:11][CH:12]=[CH:13][C:14]=2[CH2:16][CH2:17][C:18]2[CH:26]=[CH:25][C:21]([C:22]([OH:24])=[O:23])=[CH:20][CH:19]=2)[CH2:9][CH:8]=1.COC1C=C(C=C(OC)C=1)/C=C1\CCC2C\1=C(CCC1C=CC(C(O)=O)=CC=1)C=CC=2, predict the reaction product. The product is: [CH3:31][O:30][C:28]1[CH:27]=[C:5]([CH:4]=[C:3]([O:2][CH3:1])[CH:29]=1)[CH2:6][CH:7]1[C:15]2[C:10](=[CH:11][CH:12]=[CH:13][C:14]=2[CH2:16][CH2:17][C:18]2[CH:19]=[CH:20][C:21]([C:22]([OH:24])=[O:23])=[CH:25][CH:26]=2)[CH2:9][CH2:8]1. (6) Given the reactants C(=O)([O-])[O-].[K+].[K+].[C:7]([C:9]1[CH:14]=[CH:13][C:12]([OH:15])=[CH:11][CH:10]=1)#[N:8].[CH2:16]([O:18][CH:19]([O:22][CH2:23][CH3:24])[CH2:20]Br)[CH3:17].O, predict the reaction product. The product is: [CH2:16]([O:18][CH:19]([O:22][CH2:23][CH3:24])[CH2:20][O:15][C:12]1[CH:13]=[CH:14][C:9]([C:7]#[N:8])=[CH:10][CH:11]=1)[CH3:17]. (7) The product is: [CH3:30][C:15]1[CH:14]=[C:13]([C:10]2[CH:11]=[CH:12][C:7]([CH2:6][CH2:5][C:4]([O:3][CH2:1][CH3:2])=[O:31])=[N:8][CH:9]=2)[CH:18]=[C:17]([NH:19][C:20]2[N:25]=[C:24]([C:26]([F:29])([F:27])[F:28])[CH:23]=[CH:22][N:21]=2)[CH:16]=1. Given the reactants [CH2:1]([O:3][C:4](=[O:31])[CH:5]=[CH:6][C:7]1[CH:12]=[CH:11][C:10]([C:13]2[CH:18]=[C:17]([NH:19][C:20]3[N:25]=[C:24]([C:26]([F:29])([F:28])[F:27])[CH:23]=[CH:22][N:21]=3)[CH:16]=[C:15]([CH3:30])[CH:14]=2)=[CH:9][N:8]=1)[CH3:2], predict the reaction product. (8) Given the reactants CN(C)C(N(C)C)=N.[C:9]([O:13][C:14]([NH:16][CH:17](P(OC)(OC)=O)[C:18]([O:20][CH3:21])=[O:19])=[O:15])([CH3:12])([CH3:11])[CH3:10].[N:28]1[CH:33]=[CH:32][CH:31]=[CH:30][C:29]=1[CH:34]=O, predict the reaction product. The product is: [C:9]([O:13][C:14]([NH:16][C:17](=[CH:34][C:29]1[CH:30]=[CH:31][CH:32]=[CH:33][N:28]=1)[C:18]([O:20][CH3:21])=[O:19])=[O:15])([CH3:10])([CH3:11])[CH3:12]. (9) Given the reactants Br[C:2]1[CH:7]=[CH:6][C:5]([C@H:8]([C:19]2[CH:24]=[CH:23][CH:22]=[CH:21][C:20]=2[CH3:25])[CH2:9][C:10]([C:12]2[CH:17]=[CH:16][N:15]=[C:14]([CH3:18])[CH:13]=2)=[O:11])=[CH:4][CH:3]=1.[C:26]([Si:28]([CH3:31])([CH3:30])[CH3:29])#[CH:27].O.COC(C)(C)C, predict the reaction product. The product is: [CH3:18][C:14]1[CH:13]=[C:12]([C:10](=[O:11])[CH2:9][C@@H:8]([C:19]2[CH:24]=[CH:23][CH:22]=[CH:21][C:20]=2[CH3:25])[C:5]2[CH:6]=[CH:7][C:2]([C:27]#[C:26][Si:28]([CH3:31])([CH3:30])[CH3:29])=[CH:3][CH:4]=2)[CH:17]=[CH:16][N:15]=1. (10) Given the reactants [CH2:1]([O:8][C:9]1[CH:10]=[C:11]2[C:15](=[CH:16][CH:17]=1)[N:14]([CH2:18][CH2:19][CH2:20][C:21]([O:23][CH2:24][CH3:25])=[O:22])[C:13]([C:26](OCC)=[O:27])=[CH:12]2)[C:2]1[CH:7]=[CH:6][CH:5]=[CH:4][CH:3]=1.CC([O-])(C)C.[K+].Cl, predict the reaction product. The product is: [CH2:1]([O:8][C:9]1[CH:10]=[C:11]2[C:15](=[CH:16][CH:17]=1)[N:14]1[CH2:18][CH2:19][C:20]([C:21]([O:23][CH2:24][CH3:25])=[O:22])=[C:26]([OH:27])[C:13]1=[CH:12]2)[C:2]1[CH:7]=[CH:6][CH:5]=[CH:4][CH:3]=1.